Task: Predict the reactants needed to synthesize the given product.. Dataset: Retrosynthesis with 50K atom-mapped reactions and 10 reaction types from USPTO (1) Given the product COC(=O)N1CCC(C)(N2CCC(N3C(=O)Cc4cc(F)ccc43)CC2)C1, predict the reactants needed to synthesize it. The reactants are: CC1(N2CCC(N3C(=O)Cc4cc(F)ccc43)CC2)CCNC1.COC(=O)Cl. (2) Given the product C[SiH](C)OC(Cl)[C@H]([C@@H]1CN1C(=O)OC(C)(C)C)C(C)(C)C, predict the reactants needed to synthesize it. The reactants are: C[SiH](C)OC(Cl)[C@H]([C@H](CCl)NC(=O)OC(C)(C)C)C(C)(C)C.